The task is: Binary Classification. Given a miRNA mature sequence and a target amino acid sequence, predict their likelihood of interaction.. This data is from Experimentally validated miRNA-target interactions with 360,000+ pairs, plus equal number of negative samples. (1) The miRNA is hsa-miR-3136-3p with sequence UGGCCCAACCUAUUCAGUUAGU. The protein sequence of the target gene is MTTLAGAVPRMMRPGPGQNYPRSGFPLEVSTPLGQGRVNQLGGVFINGRPLPNHIRHKIVEMAHHGIRPCVISRQLRVSHGCVSKILCRYQETGSIRPGAIGGSKPKQVTTPDVEKKIEEYKRENPGMFSWEIRDKLLKDAVCDRNTVPSVSSISRILRSKFGKGEEEEADLERKEAEESEKKAKHSIDGILSERASAPQSDEGSDIDSEPDLPLKRKQRRSRTTFTAEQLEELERAFERTHYPDIYTREELAQRAKLTEARVQVWFSNRRARWRKQAGANQLMAFNHLIPGGFPPTAMP.... Result: 0 (no interaction). (2) The miRNA is hsa-miR-500b-3p with sequence GCACCCAGGCAAGGAUUCUG. The protein sequence of the target gene is MGNSRSRVGRSFCSQFLPEEQAEIDQLFDALSSDKNSPNVSSKSFSLKALQNHVGEALPPEMVTRLYDGMRRVDLTGKAKGPSENVSQEQFTASMSHLLKGNSEEKSLMIMKMISATEGPVKAREVQKFTEDLVGSVVHVLSHRQELRGWTGKEAPGPNPRVQVLAAQLLSDMKLQDGKRLLGPQWLDYDCDRAVIEDWVFRVPHVAIFLSVVICKGFLILCSSLDLTTLVPERQVDQGRGFESILDVLSVMYINAQLPREQRHRWCLLFSSELHGHSFSQLCGHITHRGPCVAVLEDHD.... Result: 1 (interaction). (3) The miRNA is hsa-miR-18b-5p with sequence UAAGGUGCAUCUAGUGCAGUUAG. The protein sequence of the target gene is MYPESTTGSPARLSLRQTGSPGMIYSTRYGSPKRQLQFYRNLGKSGLRVSCLGLGTWVTFGGQITDEMAEHLMTLAYDNGINLFDTAEVYAAGKAEVVLGNIIKKKGWRRSSLVITTKIFWGGKAETERGLSRKHIIEGLKASLERLQLEYVDVVFANRPDPNTPMEETVRAMTHVINQGMAMYWGTSRWSSMEIMEAYSVARQFNLIPPICEQAEYHMFQREKVEVQLPELFHKIGVGAMTWSPLACGIVSGKYDSGIPPYSRASLKGYQWLKDKILSEEGRRQQAKLKELQAIAERLG.... Result: 0 (no interaction).